This data is from Forward reaction prediction with 1.9M reactions from USPTO patents (1976-2016). The task is: Predict the product of the given reaction. (1) Given the reactants [N:1]1[N:2]=[CH:3][N:4]2[CH2:9][CH2:8][NH:7][CH2:6][C:5]=12.[Br:10][C:11]1[CH:16]=[CH:15][C:14]([NH:17][C:18]2[C:27]3[C:22](=[CH:23][C:24]([O:33][CH3:34])=[C:25]([O:28][CH2:29][CH2:30][CH2:31]Cl)[CH:26]=3)[N:21]=[CH:20][N:19]=2)=[C:13]([F:35])[CH:12]=1.C(Cl)Cl, predict the reaction product. The product is: [Br:10][C:11]1[CH:16]=[CH:15][C:14]([NH:17][C:18]2[C:27]3[C:22](=[CH:23][C:24]([O:33][CH3:34])=[C:25]([O:28][CH2:29][CH2:30][CH2:31][N:7]4[CH2:8][CH2:9][N:4]5[CH:3]=[N:2][N:1]=[C:5]5[CH2:6]4)[CH:26]=3)[N:21]=[CH:20][N:19]=2)=[C:13]([F:35])[CH:12]=1. (2) The product is: [CH3:10][O:11][CH2:12][CH2:13][N:2]([CH2:3][C:4]1[CH:9]=[CH:8][CH:7]=[CH:6][CH:5]=1)[CH3:1]. Given the reactants [CH3:1][NH:2][CH2:3][C:4]1[CH:9]=[CH:8][CH:7]=[CH:6][CH:5]=1.[CH3:10][O:11][CH2:12][CH2:13]Br, predict the reaction product. (3) Given the reactants [CH3:1][C:2]1[C:6]([C:7]2[CH:16]=[C:15]3[C:10]([C:11]([NH:26][CH:27]([CH3:31])[CH2:28][O:29][CH3:30])=[C:12]([NH:17][C:18]([CH:20]4[CH2:25][CH2:24][O:23][CH2:22][CH2:21]4)=O)[CH:13]=[N:14]3)=[CH:9][C:8]=2[O:32][CH3:33])=[C:5]([CH3:34])[O:4][N:3]=1.C1(C)C=CC(S(O)(=O)=O)=CC=1.O.C(=O)([O-])O.[Na+], predict the reaction product. The product is: [CH3:33][O:32][C:8]1[C:7]([C:6]2[C:2]([CH3:1])=[N:3][O:4][C:5]=2[CH3:34])=[CH:16][C:15]2[N:14]=[CH:13][C:12]3[N:17]=[C:18]([CH:20]4[CH2:25][CH2:24][O:23][CH2:22][CH2:21]4)[N:26]([CH:27]([CH3:31])[CH2:28][O:29][CH3:30])[C:11]=3[C:10]=2[CH:9]=1.